This data is from CYP3A4 inhibition data for predicting drug metabolism from PubChem BioAssay. The task is: Regression/Classification. Given a drug SMILES string, predict its absorption, distribution, metabolism, or excretion properties. Task type varies by dataset: regression for continuous measurements (e.g., permeability, clearance, half-life) or binary classification for categorical outcomes (e.g., BBB penetration, CYP inhibition). Dataset: cyp3a4_veith. (1) The compound is CC(=O)Nc1nc2ccccc2n1Cc1ccccc1. The result is 0 (non-inhibitor). (2) The molecule is CC(O)(CS(=O)(=O)Cc1ccccc1Cl)C(=O)Nc1cccc(C(F)(F)F)c1. The result is 1 (inhibitor). (3) The drug is CC(=O)OC[C@@H]1O[C@@H](O/N=C2/C[C@@H](O)[C@@H](O)[C@@H]3[C@@H]4C(=O)N(C(C)(C)C)C(=O)[C@H]4CC[C@@H]23)[C@H](OC(C)=O)[C@H](OC(C)=O)[C@@H]1OC(C)=O. The result is 0 (non-inhibitor). (4) The molecule is O=C(C[C@@H]1C=Cc2ccccc2N1C(=O)c1ccccc1)c1ccccc1. The result is 1 (inhibitor). (5) The drug is C=C(CC1([C@@H](NP(=O)(c2ccccc2)c2ccccc2)[C@H]2C[C@@H]2CCCC)CC1)c1ccccc1. The result is 1 (inhibitor). (6) The compound is NC(=O)C1(NC(=O)[C@@H]2CC3(CC(c4cccc(NC(=O)[C@@H]5CCC(=O)N5)c4)=NO3)CN2C(=O)Cc2ccc(Cl)cc2)CC1. The result is 1 (inhibitor). (7) The drug is Cc1cccc(NC(=S)NNC(=O)CC(C)O)c1C. The result is 0 (non-inhibitor). (8) The molecule is C[N+]1(CCCCC[N+]2(C)CCCC2)CCCC1.O=C([O-])[C@@H](O)[C@@H](O)C(=O)O.O=C([O-])[C@@H](O)[C@@H](O)C(=O)O. The result is 0 (non-inhibitor). (9) The result is 1 (inhibitor). The molecule is CCC(=O)Nc1ccc2c(c1)C(=O)c1ccccc1C2=O. (10) The drug is COc1ccc(-c2nc3cnc(N4CCOCC4)nc3n(-c3ccccc3)c2=O)cc1. The result is 0 (non-inhibitor).